Dataset: Tyrosyl-DNA phosphodiesterase HTS with 341,365 compounds. Task: Binary Classification. Given a drug SMILES string, predict its activity (active/inactive) in a high-throughput screening assay against a specified biological target. (1) The compound is OC1C(C(C(O)C1)\C=C\C(O)CCCCC)C\C=C/CCCC(OC)=O. The result is 1 (active). (2) The compound is S(C\C=C(\CC\C=C(\CC\C=C(/C)C)C)C)CC(N)C(OC)=O. The result is 0 (inactive).